This data is from Peptide-MHC class I binding affinity with 185,985 pairs from IEDB/IMGT. The task is: Regression. Given a peptide amino acid sequence and an MHC pseudo amino acid sequence, predict their binding affinity value. This is MHC class I binding data. (1) The peptide sequence is TLKDGDFIL. The MHC is HLA-B57:01 with pseudo-sequence HLA-B57:01. The binding affinity (normalized) is 0.0847. (2) The MHC is HLA-A24:03 with pseudo-sequence HLA-A24:03. The binding affinity (normalized) is 0.0847. The peptide sequence is TTEANAGQF. (3) The peptide sequence is YAKKFKTGMH. The MHC is HLA-A33:01 with pseudo-sequence HLA-A33:01. The binding affinity (normalized) is 0.0496. (4) The peptide sequence is LIRILQRAL. The MHC is HLA-A02:06 with pseudo-sequence HLA-A02:06. The binding affinity (normalized) is 0.343. (5) The peptide sequence is DIAEHGAYY. The MHC is HLA-A23:01 with pseudo-sequence HLA-A23:01. The binding affinity (normalized) is 0.0847. (6) The peptide sequence is LMIIPLINV. The MHC is HLA-B40:01 with pseudo-sequence HLA-B40:01. The binding affinity (normalized) is 0. (7) The peptide sequence is VTGFMEEEI. The MHC is HLA-A02:06 with pseudo-sequence HLA-A02:06. The binding affinity (normalized) is 0.0128.